From a dataset of Reaction yield outcomes from USPTO patents with 853,638 reactions. Predict the reaction yield, written as a fraction of the theoretical maximum amount of product (1.0 means a 100% yield; for example, 0.34 means a 34% yield). (1) The reactants are N[C:2]1[CH:7]=[CH:6][C:5]([C:8]([F:11])([F:10])[F:9])=[CH:4][C:3]=1[S:12]([NH:15][C:16]1[CH:17]=[CH:18][CH:19]=[C:20]2[C:25]=1[N:24]=[CH:23][CH:22]=[CH:21]2)(=[O:14])=[O:13].N(OC(C)(C)C)=O.CC(O)=O. The catalyst is C1COCC1. The product is [F:10][C:8]([F:11])([F:9])[C:5]1[CH:4]=[C:3]2[C:2](=[CH:7][CH:6]=1)[C:17]1[C:16](=[C:25]3[C:20](=[CH:19][CH:18]=1)[CH:21]=[CH:22][CH:23]=[N:24]3)[NH:15][S:12]2(=[O:13])=[O:14]. The yield is 0.0700. (2) The reactants are CN(C)[CH:3]=[C:4]([C:12]1[CH:17]=[CH:16][N:15]=[CH:14][CH:13]=1)[C:5]([C:7]1[O:8][CH:9]=[CH:10][CH:11]=1)=O.Cl.[NH2:20][C:21]([NH2:23])=[NH:22].C(=O)([O-])[O-].[K+].[K+]. The catalyst is CN(C)C=O.O. The product is [O:8]1[CH:9]=[CH:10][CH:11]=[C:7]1[C:5]1[C:4]([C:12]2[CH:13]=[CH:14][N:15]=[CH:16][CH:17]=2)=[CH:3][N:20]=[C:21]([NH2:23])[N:22]=1. The yield is 0.800. (3) The yield is 0.0600. The catalyst is CN(C)C=O.C(#N)C. The reactants are Cl.[CH3:2][C:3]1[C:7]([CH2:8][N:9]2[CH:13]=[C:12]([NH2:14])[CH:11]=[N:10]2)=[C:6]([CH3:15])[O:5][N:4]=1.[O:16]1[C:20]2[CH:21]=[CH:22][C:23]([C:25](O)=[O:26])=[CH:24][C:19]=2[O:18][CH2:17]1.OC1C2N=NNC=2C=CC=1.C(O)C(N)(CO)CO. The product is [CH3:2][C:3]1[C:7]([CH2:8][N:9]2[CH:13]=[C:12]([NH:14][C:25]([C:23]3[CH:22]=[CH:21][C:20]4[O:16][CH2:17][O:18][C:19]=4[CH:24]=3)=[O:26])[CH:11]=[N:10]2)=[C:6]([CH3:15])[O:5][N:4]=1. (4) The product is [NH2:13][C:3]1[C:2]([Cl:1])=[CH:11][CH:10]=[C:5]([C:6]([O:8][CH3:9])=[O:7])[C:4]=1[OH:12]. The yield is 0.810. The reactants are [Cl:1][C:2]1[C:3]([N+:13]([O-])=O)=[C:4]([OH:12])[C:5](=[CH:10][CH:11]=1)[C:6]([O:8][CH3:9])=[O:7].C(O)(=O)C. The catalyst is [Fe].CO. (5) The reactants are [CH2:1]([O:3][C:4]([C:6]1[CH:7]=[N:8][NH:9][CH:10]=1)=[O:5])[CH3:2].C(=O)([O-])[O-].[K+].[K+].[F:17][C:18]1[CH:23]=[C:22]([F:24])[CH:21]=[CH:20][C:19]=1[N:25]1[C:29](=[O:30])[CH2:28][CH:27]([CH2:31]OS(C)(=O)=O)[CH2:26]1.O. The catalyst is CN(C=O)C. The product is [CH2:1]([O:3][C:4]([C:6]1[CH:7]=[N:8][N:9]([CH2:31][CH:27]2[CH2:28][C:29](=[O:30])[N:25]([C:19]3[CH:20]=[CH:21][C:22]([F:24])=[CH:23][C:18]=3[F:17])[CH2:26]2)[CH:10]=1)=[O:5])[CH3:2]. The yield is 0.910.